Dataset: Forward reaction prediction with 1.9M reactions from USPTO patents (1976-2016). Task: Predict the product of the given reaction. (1) Given the reactants Cl.[F:2][C:3]1[CH:4]=[C:5]([CH:15]([NH2:17])[CH3:16])[CH:6]=[N:7][C:8]=1[O:9][CH2:10][C:11]([F:14])([F:13])[F:12].[NH2:18][C:19]1[N:24]=[C:23]([C:25](O)=[O:26])[CH:22]=[CH:21][N:20]=1, predict the reaction product. The product is: [NH2:18][C:19]1[N:24]=[C:23]([C:25]([NH:17][CH:15]([C:5]2[CH:6]=[N:7][C:8]([O:9][CH2:10][C:11]([F:12])([F:13])[F:14])=[C:3]([F:2])[CH:4]=2)[CH3:16])=[O:26])[CH:22]=[CH:21][N:20]=1. (2) Given the reactants CC([O-])(C)C.[Na+].[N:7]1[C:11]2[CH:12]=[CH:13][CH:14]=[CH:15][C:10]=2[NH:9][CH:8]=1.CC(C1C=C(C(C)C)C(C2C=CC=CC=2P(C2CCCCC2)C2CCCCC2)=C(C(C)C)C=1)C.N#N.FC(F)(F)S(O[C:58]1[C@@:62]2([CH3:78])[CH2:63][CH2:64][C@H:65]3[C@H:74]([C@@H:61]2[CH2:60][CH:59]=1)[CH2:73][CH:72]=[C:71]1[C@:66]3([CH3:77])[CH2:67][CH2:68][C:69](=[O:76])[N:70]1[CH3:75])(=O)=O, predict the reaction product. The product is: [N:7]1([C:58]2[C@@:62]3([CH3:78])[CH2:63][CH2:64][C@H:65]4[C@H:74]([C@@H:61]3[CH2:60][CH:59]=2)[CH2:73][CH:72]=[C:71]2[C@:66]4([CH3:77])[CH2:67][CH2:68][C:69](=[O:76])[N:70]2[CH3:75])[C:11]2[CH:12]=[CH:13][CH:14]=[CH:15][C:10]=2[N:9]=[CH:8]1.